This data is from Full USPTO retrosynthesis dataset with 1.9M reactions from patents (1976-2016). The task is: Predict the reactants needed to synthesize the given product. (1) Given the product [CH3:21][P:19]([C:16]1[CH:17]=[CH:18][C:13]([NH:12][C:4]2[N:3]=[C:2]([NH:25][CH2:32][N:33]3[CH2:38][CH2:37][O:36][CH2:35][CH2:34]3)[C:7]([C:8]([F:11])([F:10])[F:9])=[CH:6][N:5]=2)=[CH:14][CH:15]=1)([CH3:22])=[O:20], predict the reactants needed to synthesize it. The reactants are: Cl[C:2]1[C:7]([C:8]([F:11])([F:10])[F:9])=[CH:6][N:5]=[C:4]([NH:12][C:13]2[CH:18]=[CH:17][C:16]([P:19]([CH3:22])([CH3:21])=[O:20])=[CH:15][CH:14]=2)[N:3]=1.C([N:25](CC)CC)C.NC[CH2:32][N:33]1[CH2:38][CH2:37][O:36][CH2:35][CH2:34]1. (2) Given the product [C:1]([C:5]1[N:9]([CH2:10][CH:11]2[CH2:16][CH2:15][C:14]([F:18])([F:17])[CH2:13][CH2:12]2)[C:8]2[CH:19]=[CH:20][C:21]([S:23]([N:28]3[CH2:31][CH:30]([CH2:32][C:33]([OH:35])=[O:34])[CH2:29]3)(=[O:25])=[O:24])=[CH:22][C:7]=2[N:6]=1)([CH3:4])([CH3:3])[CH3:2], predict the reactants needed to synthesize it. The reactants are: [C:1]([C:5]1[N:9]([CH2:10][CH:11]2[CH2:16][CH2:15][C:14]([F:18])([F:17])[CH2:13][CH2:12]2)[C:8]2[CH:19]=[CH:20][C:21]([S:23](Cl)(=[O:25])=[O:24])=[CH:22][C:7]=2[N:6]=1)([CH3:4])([CH3:3])[CH3:2].Cl.[NH:28]1[CH2:31][CH:30]([CH2:32][C:33]([OH:35])=[O:34])[CH2:29]1.CCN(C(C)C)C(C)C. (3) Given the product [Cl:57][C:25]1[CH:26]=[CH:27][C:22]([C:19]([C:3]2[C:2]([OH:1])=[C:11]([C:12]([OH:14])=[O:13])[C:10]3[C:5](=[C:6]([CH:28]([CH3:31])[CH3:29])[CH:7]=[CH:8][CH:9]=3)[N:4]=2)([CH3:21])[CH3:20])=[CH:23][CH:24]=1, predict the reactants needed to synthesize it. The reactants are: [OH:1][C:2]1[C:3]([C:19]([C:22]2[CH:27]=[CH:26][CH:25]=[CH:24][CH:23]=2)([CH3:21])[CH3:20])=[N:4][C:5]2[C:10]([C:11]=1[C:12]([OH:14])=[O:13])=[CH:9][CH:8]=[C:7]1CCCC[C:6]=21.[CH:28]([C:31]1C=CC=C2C=1NC(=O)C2=O)(C)[CH3:29].C(OCC(=O)C(C1C=CC([Cl:57])=CC=1)(C)C)(=O)C. (4) Given the product [CH:1]1([C@H:7]([NH:12][C:13]([C:15]2[O:16][C:17]([C:20]3[CH:21]=[C:22]([CH:23]=[CH:24][CH:25]=3)[CH2:26][NH:27][C:36](=[O:37])[O:38][CH2:39][CH:40]([CH3:42])[CH3:41])=[CH:18][CH:19]=2)=[O:14])[C:8]([NH:9][CH3:10])=[O:11])[CH2:6][CH2:5][CH2:4][CH2:3][CH2:2]1, predict the reactants needed to synthesize it. The reactants are: [CH:1]1([C@H:7]([NH:12][C:13]([C:15]2[O:16][C:17]([C:20]3[CH:25]=[CH:24][CH:23]=[C:22]([CH2:26][NH2:27])[CH:21]=3)=[CH:18][CH:19]=2)=[O:14])[C:8](=[O:11])[NH:9][CH3:10])[CH2:6][CH2:5][CH2:4][CH2:3][CH2:2]1.CN1CCOCC1.Cl[C:36]([O:38][CH2:39][CH:40]([CH3:42])[CH3:41])=[O:37]. (5) Given the product [Br:2][CH2:3][CH2:4][NH:5][C:6](=[O:7])[O:8][C:9]([CH3:12])([CH3:11])[CH3:10], predict the reactants needed to synthesize it. The reactants are: Br.[Br:2][CH2:3][CH2:4][NH2:5].[C:6](O[C:6]([O:8][C:9]([CH3:12])([CH3:11])[CH3:10])=[O:7])([O:8][C:9]([CH3:12])([CH3:11])[CH3:10])=[O:7].C(N(CC)CC)C.ClCCl. (6) Given the product [Cl:1][C:2]1[CH:3]=[CH:4][C:5]([C:28]([F:30])([F:31])[F:29])=[C:6]([CH:27]=1)[CH2:7][N:8]1[CH2:13][CH2:12][NH:11][C:10]2[N:14]=[CH:15][C:16]([C:18]3[CH:19]=[C:20]([C:21]([N:44]4[CH2:45][CH2:46][N:41]([C:36]5[C:35]6[CH:34]=[CH:33][O:32][C:40]=6[CH:39]=[CH:38][N:37]=5)[CH2:42][CH2:43]4)=[O:23])[CH:24]=[CH:25][CH:26]=3)=[CH:17][C:9]1=2, predict the reactants needed to synthesize it. The reactants are: [Cl:1][C:2]1[CH:3]=[CH:4][C:5]([C:28]([F:31])([F:30])[F:29])=[C:6]([CH:27]=1)[CH2:7][N:8]1[CH2:13][CH2:12][NH:11][C:10]2[N:14]=[CH:15][C:16]([C:18]3[CH:19]=[C:20]([CH:24]=[CH:25][CH:26]=3)[C:21]([OH:23])=O)=[CH:17][C:9]1=2.[O:32]1[C:40]2[CH:39]=[CH:38][N:37]=[C:36]([N:41]3[CH2:46][CH2:45][NH:44][CH2:43][CH2:42]3)[C:35]=2[CH:34]=[CH:33]1.